This data is from CYP1A2 inhibition data for predicting drug metabolism from PubChem BioAssay. The task is: Regression/Classification. Given a drug SMILES string, predict its absorption, distribution, metabolism, or excretion properties. Task type varies by dataset: regression for continuous measurements (e.g., permeability, clearance, half-life) or binary classification for categorical outcomes (e.g., BBB penetration, CYP inhibition). Dataset: cyp1a2_veith. (1) The drug is O=C(NC(=S)Nc1cccc(Cl)c1N1CCCCC1)c1cccs1. The result is 1 (inhibitor). (2) The compound is O=C(Cc1cccc2ccccc12)N/N=C/c1ccc(Sc2nc3ccccc3s2)o1. The result is 0 (non-inhibitor). (3) The compound is COc1ccc(C2Nc3ccccc3C(=O)N2Cc2ccco2)cc1COc1ccc([N+](=O)[O-])cc1. The result is 0 (non-inhibitor). (4) The drug is CNC(=O)NC(=S)NC(=O)c1ccc(OC)cc1. The result is 1 (inhibitor). (5) The result is 1 (inhibitor). The molecule is CC(=O)CC(=O)Nc1ccc2ccccc2c1. (6) The drug is N[C@H]1C[C@H]1c1ccccc1. The result is 1 (inhibitor).